Dataset: Full USPTO retrosynthesis dataset with 1.9M reactions from patents (1976-2016). Task: Predict the reactants needed to synthesize the given product. (1) Given the product [Cl:19][C:15]1[CH:14]=[C:13]([NH:12][C:9]2[CH:10]=[CH:11][C:6]3[N:7]([C:3]([CH2:2][NH:21][CH3:20])=[N:4][N:5]=3)[N:8]=2)[CH:18]=[CH:17][CH:16]=1, predict the reactants needed to synthesize it. The reactants are: Cl[CH2:2][C:3]1[N:7]2[N:8]=[C:9]([NH:12][C:13]3[CH:18]=[CH:17][CH:16]=[C:15]([Cl:19])[CH:14]=3)[CH:10]=[CH:11][C:6]2=[N:5][N:4]=1.[CH3:20][NH2:21]. (2) The reactants are: [C:1]([NH:11][C@H:12]([C:16]([O:18][CH2:19][CH2:20][OH:21])=[O:17])[CH:13]([CH3:15])[CH3:14])([O:3][CH2:4][C:5]1[CH:10]=[CH:9][CH:8]=[CH:7][CH:6]=1)=[O:2].Cl[C:23]([O:25][CH2:26][Cl:27])=[O:24]. Given the product [C:23](=[O:24])([O:25][CH2:26][Cl:27])[O:21][CH2:20][CH2:19][O:18][C:16](=[O:17])[C@H:12]([CH:13]([CH3:15])[CH3:14])[NH:11][C:1]([O:3][CH2:4][C:5]1[CH:10]=[CH:9][CH:8]=[CH:7][CH:6]=1)=[O:2], predict the reactants needed to synthesize it. (3) Given the product [C:1]([C:3]1[CH:4]=[CH:5][C:6]([C:7]([N:22]2[CH2:27][CH2:26][CH:25]([C:28]3[CH:45]=[CH:44][C:31]4[CH2:32][CH2:33][N:34]([C:37]([O:39][C:40]([CH3:41])([CH3:42])[CH3:43])=[O:38])[CH2:35][CH2:36][C:30]=4[CH:29]=3)[CH2:24][CH2:23]2)=[O:9])=[CH:10][CH:11]=1)#[N:2], predict the reactants needed to synthesize it. The reactants are: [C:1]([C:3]1[CH:11]=[CH:10][C:6]([C:7]([OH:9])=O)=[CH:5][CH:4]=1)#[N:2].ON1C2C=CC=CC=2N=N1.[NH:22]1[CH2:27][CH2:26][CH:25]([C:28]2[CH:45]=[CH:44][C:31]3[CH2:32][CH2:33][N:34]([C:37]([O:39][C:40]([CH3:43])([CH3:42])[CH3:41])=[O:38])[CH2:35][CH2:36][C:30]=3[CH:29]=2)[CH2:24][CH2:23]1.